Dataset: Catalyst prediction with 721,799 reactions and 888 catalyst types from USPTO. Task: Predict which catalyst facilitates the given reaction. (1) Reactant: [CH2:1]([NH:3][C:4]([N:6]1[CH2:10][CH:9]([CH2:11][CH3:12])[CH:8]=[N:7]1)=[S:5])[CH3:2].I[CH3:14]. Product: [CH3:14][S:5][C:4]([N:6]1[CH2:10][CH:9]([CH2:11][CH3:12])[CH:8]=[N:7]1)=[N:3][CH2:1][CH3:2]. The catalyst class is: 5. (2) Reactant: [CH2:1]([O:3][C:4](=[O:14])[CH2:5][O:6][C:7]1[CH:12]=[CH:11][C:10]([OH:13])=[CH:9][CH:8]=1)[CH3:2].[Br:15]Br. Product: [CH2:1]([O:3][C:4](=[O:14])[CH2:5][O:6][C:7]1[CH:12]=[CH:11][C:10]([OH:13])=[C:9]([Br:15])[CH:8]=1)[CH3:2]. The catalyst class is: 15. (3) Reactant: [F:1][C:2]([F:16])([C:6]1[CH:11]=[CH:10][C:9]([C:12]([O:14][CH3:15])=[O:13])=[CH:8][CH:7]=1)[C:3]([OH:5])=O.[CH3:17][O:18][C:19]1[CH:28]=[CH:27][CH:26]=[CH:25][C:20]=1[C:21]([NH:23][NH2:24])=[O:22].[Cl-].C(N=C=NCCC[NH+](C)C)C. Product: [F:16][C:2]([C:6]1[CH:11]=[CH:10][C:9]([C:12]([O:14][CH3:15])=[O:13])=[CH:8][CH:7]=1)([F:1])[C:3]([NH:24][NH:23][C:21](=[O:22])[C:20]1[CH:25]=[CH:26][CH:27]=[CH:28][C:19]=1[O:18][CH3:17])=[O:5]. The catalyst class is: 2. (4) The catalyst class is: 827. Product: [OH:29][C@H:16]1[CH2:15][CH2:14][C@@:13]2([CH3:30])[C@@H:18]([CH2:19][CH2:20][C@:21]3([CH3:26])[C@@H:12]2[CH2:11][CH2:10][C@H:9]2[C@@:22]3([CH3:25])[CH2:23][CH2:24][C@@:7]3([C:31]([NH:34][CH2:35][C:36]4[CH:37]=[C:38]([CH:43]=[CH:44][CH:45]=4)[C:39]([OH:41])=[O:40])=[O:32])[CH2:6][CH2:5][C@@H:4]([C:2]([CH3:3])=[CH2:1])[C@@H:8]32)[C:17]1([CH3:28])[CH3:27]. Reactant: [CH3:1][C:2]([C@H:4]1[C@@H:8]2[C@@H:9]3[C@@:22]([CH3:25])([CH2:23][CH2:24][C@@:7]2([C:31](O)=[O:32])[CH2:6][CH2:5]1)[C@@:21]1([CH3:26])[C@@H:12]([C@:13]2([CH3:30])[C@@H:18]([CH2:19][CH2:20]1)[C:17]([CH3:28])([CH3:27])[C@@H:16]([OH:29])[CH2:15][CH2:14]2)[CH2:11][CH2:10]3)=[CH2:3].[NH2:34][CH2:35][C:36]1[CH:37]=[C:38]([CH:43]=[CH:44][CH:45]=1)[C:39]([O:41]C)=[O:40].CCN=C=NCCCN(C)C.ON1C2N=CC=CC=2N=N1.CN1CCOCC1.[Li+].[OH-].Cl. (5) Reactant: Br[C:2]1[C:10]2[CH:9]=[CH:8][S:7][C:6]=2[CH:5]=[CH:4][CH:3]=1.[Mg].II.CON(C)[C:17](=[O:22])[CH2:18][CH2:19][CH:20]=[CH2:21]. Product: [S:7]1[CH:8]=[CH:9][C:10]2[C:2]([C:17](=[O:22])[CH2:18][CH2:19][CH:20]=[CH2:21])=[CH:3][CH:4]=[CH:5][C:6]1=2. The catalyst class is: 7. (6) Reactant: O.[CH3:2][CH2:3][CH2:4][N:5]([C@@H:13]1[CH2:18][C:17]2[CH:19]=[CH:20][CH:21]=[C:22]([OH:23])[C:16]=2[CH2:15][CH2:14]1)[CH2:6][CH2:7][C:8]1[S:12][CH:11]=[CH:10][CH:9]=1.Cl.N. Product: [CH3:2][CH2:3][CH2:4][N:5]([C@@H:13]1[CH2:18][C:17]2[CH:19]=[CH:20][CH:21]=[C:22]([OH:23])[C:16]=2[CH2:15][CH2:14]1)[CH2:6][CH2:7][C:8]1[S:12][CH:11]=[CH:10][CH:9]=1. The catalyst class is: 244.